Dataset: Forward reaction prediction with 1.9M reactions from USPTO patents (1976-2016). Task: Predict the product of the given reaction. (1) Given the reactants [C:1]([C:5]1[CH:6]=[C:7](B(O)O)[CH:8]=[CH:9][C:10]=1[O:11][CH3:12])([CH3:4])([CH3:3])[CH3:2].Br[C:17]1[CH:18]=[C:19]2[C:24](=[CH:25][CH:26]=1)[CH:23]=[C:22]([CH:27]=[O:28])[CH:21]=[CH:20]2.C(=O)([O-])[O-].[Na+].[Na+], predict the reaction product. The product is: [C:1]([C:5]1[CH:6]=[C:7]([C:17]2[CH:18]=[C:19]3[C:24](=[CH:25][CH:26]=2)[CH:23]=[C:22]([CH:27]=[O:28])[CH:21]=[CH:20]3)[CH:8]=[CH:9][C:10]=1[O:11][CH3:12])([CH3:4])([CH3:3])[CH3:2]. (2) Given the reactants [CH2:1]([C:4]1[NH:5][C:6]2[C:11]([CH:12]=1)=[C:10]([C:13]([F:16])([F:15])[F:14])[C:9]([C:17]#[N:18])=[CH:8][CH:7]=2)[CH2:2][CH3:3].C([O-])([O-])=O.[Cs+].[Cs+].Br[CH2:26][C:27]1[O:28][C:29]([C:32]([F:35])([F:34])[F:33])=[CH:30][CH:31]=1, predict the reaction product. The product is: [CH2:1]([C:4]1[N:5]([CH2:26][C:27]2[O:28][C:29]([C:32]([F:35])([F:34])[F:33])=[CH:30][CH:31]=2)[C:6]2[C:11]([CH:12]=1)=[C:10]([C:13]([F:15])([F:16])[F:14])[C:9]([C:17]#[N:18])=[CH:8][CH:7]=2)[CH2:2][CH3:3]. (3) Given the reactants [C:1]([O:5][C:6]([NH:8][CH2:9][C:10]([NH:12][CH2:13][C:14]([NH:16][C@H:17]([C:25]([NH:27][CH2:28]C(O)=O)=[O:26])[CH2:18][C:19]1[CH:24]=[CH:23][CH:22]=[CH:21][CH:20]=1)=[O:15])=[O:11])=[O:7])([CH3:4])([CH3:3])[CH3:2].ON1C(=O)CCC1=O.Cl.C(N=C=NCCCN(C)C)C.[CH2:52]([C@:54]1([OH:96])[C:93]2[CH:92]=[C:91]3[N:60]([CH2:61][C:62]4[C:63]3=[N:64][C:65]3[CH:66]=[C:67]([F:90])[C:68]([CH3:89])=[C:69]5[CH2:74][CH2:73][C@H:72]([NH:75][C:76](=[O:88])[CH2:77][CH2:78][CH2:79][NH:80][C:81](=O)[O:82]C(C)(C)C)[C:71]=4[C:70]=35)[C:59](=[O:94])[C:58]=2[CH2:57][O:56][C:55]1=[O:95])[CH3:53], predict the reaction product. The product is: [C:1]([O:5][C:6]([NH:8][CH2:9][C:10]([NH:12][CH2:13][C:14]([NH:16][C@H:17]([C:25]([NH:27][CH2:28][C:81]([NH:80][CH2:79][CH2:78][CH2:77][C:76]([NH:75][C@@H:72]1[C:71]2=[C:62]3[CH2:61][N:60]4[C:91](=[CH:92][C:93]5[C@:54]([CH2:52][CH3:53])([OH:96])[C:55](=[O:95])[O:56][CH2:57][C:58]=5[C:59]4=[O:94])[C:63]3=[N:64][C:65]3[CH:66]=[C:67]([F:90])[C:68]([CH3:89])=[C:69]([C:70]=32)[CH2:74][CH2:73]1)=[O:88])=[O:82])=[O:26])[CH2:18][C:19]1[CH:20]=[CH:21][CH:22]=[CH:23][CH:24]=1)=[O:15])=[O:11])=[O:7])([CH3:4])([CH3:3])[CH3:2]. (4) Given the reactants [CH3:1][S:2]([C:5]1[CH:24]=[CH:23][C:8]([CH2:9][NH:10][C:11]([C:13]2[CH:18]=[C:17]([NH2:19])[C:16]([C:20]#[N:21])=[C:15](Cl)[N:14]=2)=[O:12])=[CH:7][CH:6]=1)(=[O:4])=[O:3].[CH:25]([NH2:28])([CH3:27])[CH3:26], predict the reaction product. The product is: [NH2:19][C:17]1[C:16]([C:20]#[N:21])=[C:15]([NH:28][CH:25]([CH3:27])[CH3:26])[N:14]=[C:13]([C:11]([NH:10][CH2:9][C:8]2[CH:23]=[CH:24][C:5]([S:2]([CH3:1])(=[O:4])=[O:3])=[CH:6][CH:7]=2)=[O:12])[CH:18]=1. (5) Given the reactants C(OC[O:10][C:11]1([CH2:24][CH:25]([CH3:29])[CH:26]([F:28])[F:27])[CH2:16][CH2:15][N:14](C(OC(C)(C)C)=O)[CH2:13][CH2:12]1)C1C=CC=CC=1.Cl, predict the reaction product. The product is: [F:28][CH:26]([F:27])[CH:25]([CH3:29])[CH2:24][C:11]1([OH:10])[CH2:12][CH2:13][NH:14][CH2:15][CH2:16]1. (6) Given the reactants [O:1]1[C:10]2[C:5](=[CH:6][CH:7]=[CH:8][CH:9]=2)[C@H:4]([NH:11][C:12]([C@@H:14]2[CH2:19][N:18]3[CH2:20][C@@H:21]([O:23][CH2:24][CH3:25])[CH2:22][C@@H:17]3[CH2:16][N:15]2[C:26](OC(C)(C)C)=[O:27])=[O:13])[CH2:3][CH2:2]1.Cl.COC1CCCC1.[CH2:41]([O:48][C:49]([NH:51][C@@H:52]([CH:56]1[CH2:61][CH2:60][C:59]([F:63])([F:62])[CH2:58][CH2:57]1)C(O)=O)=[O:50])[C:42]1[CH:47]=[CH:46][CH:45]=[CH:44][CH:43]=1.Cl.C(N=C=NCCCN(C)C)C.ON1C2C=CC=CC=2N=N1.C(N(CC)C(C)C)(C)C, predict the reaction product. The product is: [CH2:41]([O:48][C:49](=[O:50])[NH:51][C@@H:52]([CH:56]1[CH2:61][CH2:60][C:59]([F:63])([F:62])[CH2:58][CH2:57]1)[C:26]([N:15]1[C@H:14]([C:12](=[O:13])[NH:11][C@H:4]2[C:5]3[C:10](=[CH:9][CH:8]=[CH:7][CH:6]=3)[O:1][CH2:2][CH2:3]2)[CH2:19][N:18]2[CH2:20][C@@H:21]([O:23][CH2:24][CH3:25])[CH2:22][C@@H:17]2[CH2:16]1)=[O:27])[C:42]1[CH:43]=[CH:44][CH:45]=[CH:46][CH:47]=1. (7) Given the reactants [F:1][C:2]1[CH:3]=[C:4]([C:12]2[CH:17]=[CH:16][C:15]([C:18]([F:21])([F:20])[F:19])=[CH:14][CH:13]=2)[CH:5]=[CH:6][C:7]=1[CH:8]=[CH:9][O:10]C.Cl.CCOC(C)=O.CCCCCC, predict the reaction product. The product is: [F:1][C:2]1[CH:3]=[C:4]([C:12]2[CH:17]=[CH:16][C:15]([C:18]([F:19])([F:20])[F:21])=[CH:14][CH:13]=2)[CH:5]=[CH:6][C:7]=1[CH2:8][CH:9]=[O:10]. (8) Given the reactants [CH2:1]([S:3][C:4]1[CH:26]=[CH:25][CH:24]=[CH:23][C:5]=1[C:6]([NH:8][C:9]1[C:10]([NH:19][CH2:20][CH2:21][CH3:22])=[N:11][CH:12]=[C:13]([C:15]([F:18])([F:17])[F:16])[CH:14]=1)=O)[CH3:2].O.C1(C)C=CC(S(O)(=O)=O)=CC=1.C(=O)([O-])O.[Na+], predict the reaction product. The product is: [CH2:1]([S:3][C:4]1[CH:26]=[CH:25][CH:24]=[CH:23][C:5]=1[C:6]1[N:19]([CH2:20][CH2:21][CH3:22])[C:10]2=[N:11][CH:12]=[C:13]([C:15]([F:18])([F:17])[F:16])[CH:14]=[C:9]2[N:8]=1)[CH3:2]. (9) Given the reactants [CH3:1][O:2][C:3]1[CH:4]=[C:5]([CH:9]=[CH:10][CH:11]=1)[C:6]([OH:8])=[O:7].[Br:12]Br.O, predict the reaction product. The product is: [Br:12][C:9]1[CH:10]=[CH:11][C:3]([O:2][CH3:1])=[CH:4][C:5]=1[C:6]([OH:8])=[O:7].